This data is from Catalyst prediction with 721,799 reactions and 888 catalyst types from USPTO. The task is: Predict which catalyst facilitates the given reaction. (1) Reactant: [Li].[CH3:2][O:3][C:4]1([C:10]#[N:11])[CH2:9][CH2:8][O:7][CH2:6][CH2:5]1.O. Product: [CH3:2][O:3][C:4]1([CH2:10][NH2:11])[CH2:9][CH2:8][O:7][CH2:6][CH2:5]1. The catalyst class is: 7. (2) Reactant: [F:1][C:2]1[CH:3]=[CH:4][C:5]([NH:8][NH2:9])=[N:6][CH:7]=1.[CH3:10][C:11]([N:16]1[CH2:20][CH2:19][CH2:18][CH2:17]1)([CH3:15])[C:12](O)=[O:13].C(Cl)CCl.C1C=CC2N(O)N=NC=2C=1.O. Product: [F:1][C:2]1[CH:3]=[CH:4][C:5]([NH:8][NH:9][C:12](=[O:13])[C:11]([CH3:15])([N:16]2[CH2:20][CH2:19][CH2:18][CH2:17]2)[CH3:10])=[N:6][CH:7]=1. The catalyst class is: 3. (3) Reactant: [O:1]=[C:2]([C:6]1[CH:11]=[CH:10][CH:9]=[CH:8][CH:7]=1)[CH2:3][C:4]#[N:5].N1C=CC=CC=1.[Br:18]Br. Product: [Br:18][CH:3]([C:2](=[O:1])[C:6]1[CH:11]=[CH:10][CH:9]=[CH:8][CH:7]=1)[C:4]#[N:5]. The catalyst class is: 22.